This data is from Forward reaction prediction with 1.9M reactions from USPTO patents (1976-2016). The task is: Predict the product of the given reaction. (1) Given the reactants [C:1]1(=[C:11](/NC=O)\[C:12]([O:14][CH2:15]C)=[O:13])\[CH2:2][CH2:3][CH2:4][C:5]2[C:10]\1=[CH:9][CH:8]=[CH:7][CH:6]=2.[OH-:20].[Na+].I[CH3:23], predict the reaction product. The product is: [CH3:23][C:1]1([C:11](=[O:20])[C:12]([O:14][CH3:15])=[O:13])[C:10]2[C:5](=[CH:6][CH:7]=[CH:8][CH:9]=2)[CH2:4][CH2:3][CH2:2]1. (2) Given the reactants C(OC(=O)[NH:7][C:8]1[S:9][CH2:10][C@@H:11]2[C@@H:16]([C:17]([F:20])([F:19])[F:18])[O:15][CH2:14][C@:12]2([C:21]2[CH:26]=[C:25]([NH2:27])[CH:24]=[C:23]([F:28])[C:22]=2[F:29])[N:13]=1)(C)(C)C.[CH3:31][C:32]1[N:33]=[CH:34][C:35]([C:38](O)=[O:39])=[N:36][CH:37]=1, predict the reaction product. The product is: [NH2:7][C:8]1[S:9][CH2:10][C@@H:11]2[C@@H:16]([C:17]([F:18])([F:20])[F:19])[O:15][CH2:14][C@:12]2([C:21]2[CH:26]=[C:25]([NH:27][C:38]([C:35]3[CH:34]=[N:33][C:32]([CH3:31])=[CH:37][N:36]=3)=[O:39])[CH:24]=[C:23]([F:28])[C:22]=2[F:29])[N:13]=1. (3) Given the reactants [CH2:1]([O:3][C:4]1[CH:9]=[CH:8][C:7]([S:10]([N:13]2[CH2:18][CH2:17][N:16]([CH2:19][CH3:20])[CH2:15][CH2:14]2)(=[O:12])=[O:11])=[CH:6][C:5]=1[C:21]1[NH:26][C:25](=[O:27])[C:24]([CH:28]([NH:30][C:31](=O)[CH2:32][CH2:33][CH3:34])[CH3:29])=[N:23][N:22]=1)[CH3:2].O=P(Cl)(Cl)Cl, predict the reaction product. The product is: [CH2:1]([O:3][C:4]1[CH:9]=[CH:8][C:7]([S:10]([N:13]2[CH2:18][CH2:17][N:16]([CH2:19][CH3:20])[CH2:15][CH2:14]2)(=[O:11])=[O:12])=[CH:6][C:5]=1[C:21]1[NH:22][N:23]2[C:31]([CH2:32][CH2:33][CH3:34])=[N:30][C:28]([CH3:29])=[C:24]2[C:25](=[O:27])[N:26]=1)[CH3:2]. (4) Given the reactants [CH3:1][CH:2]([N:4]1[C:12](/[CH:13]=[CH:14]/[C@H:15]([OH:24])[CH2:16][C@H:17]([OH:23])[CH2:18][C:19]([O:21]C)=[O:20])=[C:11]([C:25]2[CH:30]=[CH:29][C:28]([F:31])=[CH:27][CH:26]=2)[C:10]2[C:5]1=[CH:6][CH:7]=[CH:8][CH:9]=2)[CH3:3].[OH-].[Na+:33].C(O)CCC, predict the reaction product. The product is: [CH3:3][CH:2]([N:4]1[C:12](/[CH:13]=[CH:14]/[CH:15]([OH:24])[CH2:16][CH:17]([OH:23])[CH2:18][C:19]([O-:21])=[O:20])=[C:11]([C:25]2[CH:26]=[CH:27][C:28]([F:31])=[CH:29][CH:30]=2)[C:10]2[CH:9]=[CH:8][CH:7]=[CH:6][C:5]1=2)[CH3:1].[Na+:33]. (5) Given the reactants [Br:1][C:2]1[CH:3]=[C:4]([CH:16]=[CH:17][CH:18]=1)[O:5][CH2:6][CH2:7]NC(=O)OC(C)(C)C.BrC1C=C(O)C=CC=1.BrCC[CH2:30][NH:31][C:32](=[O:38])[O:33][C:34]([CH3:37])([CH3:36])[CH3:35].C([O-])([O-])=O.[Cs+].[Cs+], predict the reaction product. The product is: [Br:1][C:2]1[CH:3]=[C:4]([CH:16]=[CH:17][CH:18]=1)[O:5][CH2:6][CH2:7][CH2:30][NH:31][C:32](=[O:38])[O:33][C:34]([CH3:37])([CH3:36])[CH3:35]. (6) Given the reactants [Cl:1][C:2]1[N:7]=[CH:6][C:5]([S:8]([N:11]([C:15]2[CH:20]=[CH:19][CH:18]=[CH:17][CH:16]=2)CC=C)(=[O:10])=[O:9])=[CH:4][CH:3]=1.C[N+]1([O-])CC[O:25]CC1.CCCCCC.[CH2:35]1C[O:38][CH2:37][CH2:36]1, predict the reaction product. The product is: [Cl:1][C:2]1[N:7]=[CH:6][C:5]([S:8]([N:11]([CH2:35][CH:36]([OH:25])[CH2:37][OH:38])[C:15]2[CH:20]=[CH:19][CH:18]=[CH:17][CH:16]=2)(=[O:10])=[O:9])=[CH:4][CH:3]=1. (7) The product is: [CH:19]1([CH:23]([CH2:12][CH:11]=[CH2:10])[C:24]([O:26][CH2:27][CH3:28])=[O:25])[CH2:22][CH2:21][CH2:20]1. Given the reactants [Na].CN([SiH3])[Si](C)(C)C.O1C[CH2:12][CH2:11][CH2:10]1.O1CCCC1.[CH:19]1([CH2:23][C:24]([O:26][CH2:27][CH3:28])=[O:25])[CH2:22][CH2:21][CH2:20]1.C(Br)C=C, predict the reaction product. (8) Given the reactants Br[C:2]1[CH:23]=[CH:22][C:5]([C:6]([NH:8][S:9]([C:12]2[CH:17]=[CH:16][CH:15]=[CH:14][C:13]=2[S:18](=[O:21])(=[O:20])[NH2:19])(=[O:11])=[O:10])=[O:7])=[CH:4][C:3]=1[O:24][CH2:25][CH:26]1[CH2:28][CH2:27]1.[O:29]1[C:33]2[CH:34]=[CH:35][CH:36]=[CH:37][C:32]=2[CH:31]=[C:30]1B(O)O, predict the reaction product. The product is: [O:29]1[C:33]2[CH:34]=[CH:35][CH:36]=[CH:37][C:32]=2[CH:31]=[C:30]1[C:2]1[CH:23]=[CH:22][C:5]([C:6]([NH:8][S:9]([C:12]2[CH:17]=[CH:16][CH:15]=[CH:14][C:13]=2[S:18](=[O:21])(=[O:20])[NH2:19])(=[O:11])=[O:10])=[O:7])=[CH:4][C:3]=1[O:24][CH2:25][CH:26]1[CH2:28][CH2:27]1.